This data is from Peptide-MHC class II binding affinity with 134,281 pairs from IEDB. The task is: Regression. Given a peptide amino acid sequence and an MHC pseudo amino acid sequence, predict their binding affinity value. This is MHC class II binding data. (1) The peptide sequence is VTKTSGSAASMVNGV. The MHC is HLA-DQA10501-DQB10302 with pseudo-sequence HLA-DQA10501-DQB10302. The binding affinity (normalized) is 0.473. (2) The peptide sequence is YDKFLANVSTVLTIK. The MHC is DRB1_1101 with pseudo-sequence DRB1_1101. The binding affinity (normalized) is 0.706. (3) The peptide sequence is ANVMAASLRKAGKSV. The MHC is DRB1_0301 with pseudo-sequence DRB1_0301. The binding affinity (normalized) is 0.808. (4) The peptide sequence is SRSFLKHSLLRTQRL. The MHC is DRB4_0101 with pseudo-sequence DRB4_0103. The binding affinity (normalized) is 0.978. (5) The binding affinity (normalized) is 0.655. The peptide sequence is GLAFQEMENFLGPIA. The MHC is DRB1_0901 with pseudo-sequence DRB1_0901.